From a dataset of Forward reaction prediction with 1.9M reactions from USPTO patents (1976-2016). Predict the product of the given reaction. (1) Given the reactants [Br:1][C:2]1[CH:10]=[C:9]2[C:5]([CH2:6][C:7](=[O:11])[NH:8]2)=[CH:4][CH:3]=1.[Cl:12][C:13]1[CH:14]=[C:15]([CH:18]=[CH:19][CH:20]=1)[CH:16]=O.N1CCCC1.ClC1C=C2C(/C(=C/C3C=CC=C(Cl)C=3)/C(=O)N2)=CC=1, predict the reaction product. The product is: [Br:1][C:2]1[CH:10]=[C:9]2[C:5](/[C:6](=[CH:16]/[C:15]3[CH:18]=[CH:19][CH:20]=[C:13]([Cl:12])[CH:14]=3)/[C:7](=[O:11])[NH:8]2)=[CH:4][CH:3]=1. (2) Given the reactants O=C([C@@:6]([CH2:34][CH2:35][C:36]1[CH:41]=[CH:40][CH:39]=[CH:38][CH:37]=1)([O:18][C:19](=[O:33])[CH2:20][CH2:21][CH2:22][CH2:23][CH2:24][CH2:25][CH2:26][CH2:27][CH2:28][CH2:29][CH2:30][CH2:31][CH3:32])[CH2:7][CH2:8][CH2:9][CH2:10][CH2:11][CH2:12][CH2:13][CH2:14][CH2:15][CH2:16][CH3:17])C([O-])=O.[C:42]([OH:45])(=[O:44])C, predict the reaction product. The product is: [CH2:35]([C@H:34]([CH:6]([O:18][C:19](=[O:33])[CH2:20][CH2:21][CH2:22][CH2:23][CH2:24][CH2:25][CH2:26][CH2:27][CH2:28][CH2:29][CH2:30][CH2:31][CH3:32])[CH2:7][CH2:8][CH2:9][CH2:10][CH2:11][CH2:12][CH2:13][CH2:14][CH2:15][CH2:16][CH3:17])[C:42]([OH:45])=[O:44])[C:36]1[CH:37]=[CH:38][CH:39]=[CH:40][CH:41]=1. (3) Given the reactants [NH2:1][C:2]1[N:7]=[C:6]([NH:8][C@@H:9]([CH2:12][CH2:13][CH3:14])[CH2:10][OH:11])[C:5]([CH2:15][C:16]2[CH:21]=[CH:20][C:19]([CH2:22][C:23]([OH:25])=[O:24])=[CH:18][C:17]=2[O:26]C)=[C:4]([CH3:28])[N:3]=1.C[S-].[Na+], predict the reaction product. The product is: [NH2:1][C:2]1[N:7]=[C:6]([NH:8][C@@H:9]([CH2:12][CH2:13][CH3:14])[CH2:10][OH:11])[C:5]([CH2:15][C:16]2[CH:21]=[CH:20][C:19]([CH2:22][C:23]([OH:25])=[O:24])=[CH:18][C:17]=2[OH:26])=[C:4]([CH3:28])[N:3]=1. (4) Given the reactants [Cl:1][C:2]1[CH:3]=[C:4]([C:8]2[C:13]([O:14][CH3:15])=[CH:12][CH:11]=[C:10]([CH2:16][C:17]3[CH:18]=[CH:19][C:20](F)=[N:21][CH:22]=3)[CH:9]=2)[CH:5]=[CH:6][CH:7]=1.[NH:24]1[CH2:28][CH2:27][CH2:26][C@H:25]1[C:29]([OH:31])=[O:30].N12CCCN=C1CCCCC2, predict the reaction product. The product is: [Cl:1][C:2]1[CH:3]=[C:4]([C:8]2[C:13]([O:14][CH3:15])=[CH:12][CH:11]=[C:10]([CH2:16][C:17]3[CH:18]=[CH:19][C:20]([N:24]4[CH2:28][CH2:27][CH2:26][C@H:25]4[C:29]([OH:31])=[O:30])=[N:21][CH:22]=3)[CH:9]=2)[CH:5]=[CH:6][CH:7]=1. (5) Given the reactants FC(F)(F)C(O)=O.[NH2:8][C:9]1[CH:14]=[C:13]([CH2:15][C@H:16]2[C:19](=[O:20])[N:18]([C:21](=[O:36])[NH:22][C@@H:23]([C:25]3[CH:35]=[CH:34][C:28]4[O:29][C:30]([F:33])([F:32])[O:31][C:27]=4[CH:26]=3)[CH3:24])[C@@H:17]2[C:37]([OH:39])=[O:38])[CH:12]=[CH:11][N:10]=1.Cl[Si](C)(C)C.C(N(CC)C(C)C)(C)C.[N+](C1C=CC([O:61][C:62]([O:64][CH2:65][O:66][C:67](=[O:71])[CH:68]([CH3:70])[CH3:69])=O)=CC=1)([O-])=O, predict the reaction product. The product is: [F:32][C:30]1([F:33])[O:29][C:28]2[CH:34]=[CH:35][C:25]([C@H:23]([NH:22][C:21]([N:18]3[C:19](=[O:20])[C@H:16]([CH2:15][C:13]4[CH:12]=[CH:11][N:10]=[C:9]([NH:8][C:62]([O:64][CH2:65][O:66][C:67](=[O:71])[CH:68]([CH3:70])[CH3:69])=[O:61])[CH:14]=4)[C@H:17]3[C:37]([OH:39])=[O:38])=[O:36])[CH3:24])=[CH:26][C:27]=2[O:31]1. (6) Given the reactants [CH2:1]([NH:3][C:4]1[N:9]=[C:8]([NH2:10])[C:7]([O:11][C:12]2[CH:17]=[C:16](I)[C:15]([O:19][CH3:20])=[CH:14][C:13]=2[CH:21]([CH3:23])[CH3:22])=[CH:6][N:5]=1)[CH3:2].[C:24]([Cu])#[N:25].O, predict the reaction product. The product is: [NH2:10][C:8]1[C:7]([O:11][C:12]2[C:13]([CH:21]([CH3:23])[CH3:22])=[CH:14][C:15]([O:19][CH3:20])=[C:16]([CH:17]=2)[C:24]#[N:25])=[CH:6][N:5]=[C:4]([NH:3][CH2:1][CH3:2])[N:9]=1. (7) The product is: [OH:8][CH2:9][C:10]1([C:16]([OH:18])=[O:17])[CH2:15][CH2:14][CH2:13][O:12][CH2:11]1. Given the reactants C([O:8][CH2:9][C:10]1([C:16]([O:18]CC2C=CC=CC=2)=[O:17])[CH:15]=[CH:14][CH2:13][O:12][CH2:11]1)C1C=CC=CC=1.N#N, predict the reaction product.